Dataset: Forward reaction prediction with 1.9M reactions from USPTO patents (1976-2016). Task: Predict the product of the given reaction. (1) Given the reactants [OH:1][C:2]1[CH:3]=[C:4]([CH:14]=[CH:15][CH:16]=1)[CH2:5][C:6]1([C:11]([O-:13])=[O:12])[CH2:10][CH2:9][CH2:8][O:7]1.S(=O)(=O)(O)O.[CH3:22]O, predict the reaction product. The product is: [OH:1][C:2]1[CH:3]=[C:4]([CH:14]=[CH:15][CH:16]=1)[CH2:5][C:6]1([C:11]([O:13][CH3:22])=[O:12])[CH2:10][CH2:9][CH2:8][O:7]1. (2) Given the reactants [CH2:1]([C@@:3]1([C:13]([O:15][CH3:16])=[O:14])[CH2:7][C:6]2[CH:8]=[C:9]([OH:12])[CH:10]=[CH:11][C:5]=2[O:4]1)[CH3:2].C([O-])([O-])=O.[Cs+].[Cs+], predict the reaction product. The product is: [CH3:16][O:15][C:13]([C@:3]1([CH2:1][CH3:2])[CH2:7][C:6]2[CH:8]=[C:9]([O:12][CH2:7][CH2:3][CH:1]=[CH2:2])[CH:10]=[CH:11][C:5]=2[O:4]1)=[O:14]. (3) Given the reactants C(O)CC.Br[C:6]([CH3:11])([CH3:10])[C:7]([OH:9])=[O:8].[NH:12]1[CH2:17][CH2:16][O:15][CH2:14][CH2:13]1.[OH-].[Na+:19], predict the reaction product. The product is: [Na+:19].[CH3:10][C:6]([N:12]1[CH2:17][CH2:16][O:15][CH2:14][CH2:13]1)([CH3:11])[C:7]([O-:9])=[O:8].